From a dataset of HIV replication inhibition screening data with 41,000+ compounds from the AIDS Antiviral Screen. Binary Classification. Given a drug SMILES string, predict its activity (active/inactive) in a high-throughput screening assay against a specified biological target. (1) The drug is O=C(C(=C(Br)I)c1ccccc1)c1ccccc1. The result is 0 (inactive). (2) The drug is O=C1N=C(NC2CCCCC2)C2(CCN(CCCC3(c4ccc(F)cc4)OCCO3)CC2)N1c1ccccc1. The result is 0 (inactive). (3) The compound is CC1(C)OC2OC3C4COC(SSC56OCC(O5)C5OC7OC(C)(C)OC7C5O6)(O4)OC3C2O1. The result is 0 (inactive). (4) The molecule is O=c1[nH]c2ccsc2c(=O)n1COCc1ccccc1. The result is 0 (inactive). (5) The drug is OC(CC(O)(C(F)(F)F)C(F)(F)F)C(O)c1ccco1. The result is 0 (inactive). (6) The drug is O=C1OCCOCCSCCOCCOC(=O)c2cccc1n2. The result is 0 (inactive). (7) The molecule is COc1cc(C=C2SC(c3ccccc3)N(c3cccc(NC(C)=O)c3)C2=O)cc(OC)c1OC. The result is 0 (inactive).